This data is from Catalyst prediction with 721,799 reactions and 888 catalyst types from USPTO. The task is: Predict which catalyst facilitates the given reaction. (1) Reactant: [C:1]([O:5][C:6]([N:8]1[CH2:12][CH2:11][CH:10]([C:13](=O)[NH:14][CH2:15][C:16]([C:18]2[CH:23]=[CH:22][C:21]([Br:24])=[CH:20][CH:19]=2)=O)[CH2:9]1)=[O:7])([CH3:4])([CH3:3])[CH3:2].C([O-])(=O)C.[NH4+:30]. Product: [C:1]([O:5][C:6]([N:8]1[CH2:12][CH2:11][CH:10]([C:13]2[NH:30][C:16]([C:18]3[CH:23]=[CH:22][C:21]([Br:24])=[CH:20][CH:19]=3)=[CH:15][N:14]=2)[CH2:9]1)=[O:7])([CH3:4])([CH3:3])[CH3:2]. The catalyst class is: 113. (2) Reactant: [CH3:1][C:2]1[CH:7]=[C:6]([C:8]([CH3:10])=[O:9])[CH:5]=[CH:4][C:3]=1[OH:11].C(=O)([O-])[O-].[K+].[K+].[CH2:18](Br)[C:19]1[CH:24]=[CH:23][CH:22]=[CH:21][CH:20]=1. Product: [CH2:18]([O:11][C:3]1[CH:4]=[CH:5][C:6]([C:8](=[O:9])[CH3:10])=[CH:7][C:2]=1[CH3:1])[C:19]1[CH:24]=[CH:23][CH:22]=[CH:21][CH:20]=1. The catalyst class is: 10. (3) Reactant: [CH2:1]([OH:8])[C:2]1[CH:7]=[CH:6][CH:5]=[CH:4][CH:3]=1.[H-].[Na+].[Br:11][C:12]1[CH:17]=[C:16]([F:18])[CH:15]=[C:14](F)[CH:13]=1.O. Product: [CH2:1]([O:8][C:14]1[CH:15]=[C:16]([F:18])[CH:17]=[C:12]([Br:11])[CH:13]=1)[C:2]1[CH:7]=[CH:6][CH:5]=[CH:4][CH:3]=1. The catalyst class is: 1. (4) Reactant: [CH2:1]([O:8][C:9]1[C:10]2[N:11]([N:16]=[CH:17][CH:18]=2)[CH:12]=[C:13](Br)[CH:14]=1)[C:2]1[CH:7]=[CH:6][CH:5]=[CH:4][CH:3]=1.[CH3:19][N:20]1[CH:24]=[C:23](B2OC(C)(C)C(C)(C)O2)[CH:22]=[N:21]1.[F-].[K+].F[B-](F)(F)F.C([PH+](C(C)(C)C)C(C)(C)C)(C)(C)C. Product: [CH2:1]([O:8][C:9]1[C:10]2[N:11]([N:16]=[CH:17][CH:18]=2)[CH:12]=[C:13]([C:23]2[CH:22]=[N:21][N:20]([CH3:19])[CH:24]=2)[CH:14]=1)[C:2]1[CH:7]=[CH:6][CH:5]=[CH:4][CH:3]=1. The catalyst class is: 533. (5) Reactant: C(OC([N:8]([O:26]C(OC(C)(C)C)=O)[C:9]1([C:20]2[CH:25]=[CH:24][CH:23]=[CH:22][CH:21]=2)[C:13](=[O:14])[N:12]([CH3:15])[N:11]=[C:10]1[C:16]([CH3:19])([CH3:18])[CH3:17])=O)(C)(C)C.C(O)(C(F)(F)F)=O. Product: [C:16]([C:10]1[C:9]([NH:8][OH:26])([C:20]2[CH:21]=[CH:22][CH:23]=[CH:24][CH:25]=2)[C:13](=[O:14])[N:12]([CH3:15])[N:11]=1)([CH3:19])([CH3:17])[CH3:18]. The catalyst class is: 2. (6) Reactant: [F:1][C:2]([F:11])([F:10])[C:3]1[CH:8]=[C:7]([NH2:9])[CH:6]=[CH:5][N:4]=1.[B-](F)(F)(F)[F:13].[B-](F)(F)(F)F.C1[N+]2(CCl)CC[N+](F)(CC2)C1.C(=O)(O)[O-].[Na+]. Product: [F:13][C:6]1[C:7]([NH2:9])=[CH:8][C:3]([C:2]([F:1])([F:10])[F:11])=[N:4][CH:5]=1. The catalyst class is: 10.